From a dataset of Forward reaction prediction with 1.9M reactions from USPTO patents (1976-2016). Predict the product of the given reaction. (1) The product is: [NH2:7][C:8]([CH2:13][O:14][CH2:3][CH2:2][C:1]#[N:4])([CH2:11][O:12][CH2:3][CH2:2][C:1]#[N:4])[CH2:9][O:10][CH2:3][CH2:2][C:1]#[N:4]. Given the reactants [C:1](#[N:4])[CH:2]=[CH2:3].[OH-].[K+].[NH2:7][C:8]([CH2:13][OH:14])([CH2:11][OH:12])[CH2:9][OH:10].Cl, predict the reaction product. (2) Given the reactants [CH2:1]([O:3][C:4](=[O:32])[CH:5]([C:10]1[CH:11]=[C:12]([C:22]2[CH:27]=[CH:26][C:25]([C:28]([F:31])([F:30])[F:29])=[CH:24][CH:23]=2)[CH:13]=[C:14]([CH:16]2[CH2:21][CH2:20][CH2:19][NH:18][CH2:17]2)[CH:15]=1)[CH2:6][CH:7]([CH3:9])[CH3:8])[CH3:2].I[C:34]1[CH:39]=[CH:38][C:37]([C:40]([F:43])([F:42])[F:41])=[CH:36][CH:35]=1.CC(C)([O-])C.[Na+], predict the reaction product. The product is: [CH2:1]([O:3][C:4](=[O:32])[CH:5]([C:10]1[CH:11]=[C:12]([C:22]2[CH:23]=[CH:24][C:25]([C:28]([F:29])([F:30])[F:31])=[CH:26][CH:27]=2)[CH:13]=[C:14]([CH:16]2[CH2:21][CH2:20][CH2:19][N:18]([C:34]3[CH:39]=[CH:38][C:37]([C:40]([F:43])([F:42])[F:41])=[CH:36][CH:35]=3)[CH2:17]2)[CH:15]=1)[CH2:6][CH:7]([CH3:9])[CH3:8])[CH3:2]. (3) Given the reactants [Na+:1].[Na+:1].[OH:3][C:4]1[CH:9]=[CH:8][C:7]([S:10]([O-:13])(=[O:12])=[O:11])=[CH:6][CH:5]=1.[OH:3][C:4]1[CH:9]=[CH:8][C:7]([S:10]([O-:13])(=[O:11])=[O:12])=[CH:6][CH:5]=1.Cl[CH2:26][C:27]1[N:28]=[C:29]([C:33]2[CH:38]=[CH:37][C:36]([C:39]([F:42])([F:41])[F:40])=[CH:35][CH:34]=2)[O:30][C:31]=1[CH3:32], predict the reaction product. The product is: [Na+:1].[CH3:32][C:31]1[O:30][C:29]([C:33]2[CH:34]=[CH:35][C:36]([C:39]([F:42])([F:40])[F:41])=[CH:37][CH:38]=2)=[N:28][C:27]=1[CH2:26][O:3][C:4]1[CH:9]=[CH:8][C:7]([S:10]([O-:13])(=[O:11])=[O:12])=[CH:6][CH:5]=1. (4) Given the reactants [CH3:1][C:2]1([CH2:7][CH2:8][CH2:9][CH2:10][N:11]2[CH:15]=[CH:14][C:13]([NH2:16])=[N:12]2)[O:6]CCO1.[Cl:17][C:18]1[C:23]([Cl:24])=[CH:22][CH:21]=[CH:20][C:19]=1/[CH:25]=[CH:26]/[C:27](O)=[O:28], predict the reaction product. The product is: [Cl:17][C:18]1[C:23]([Cl:24])=[CH:22][CH:21]=[CH:20][C:19]=1/[CH:25]=[CH:26]/[C:27]([NH:16][C:13]1[CH:14]=[CH:15][N:11]([CH2:10][CH2:9][CH2:8][CH2:7][C:2](=[O:6])[CH3:1])[N:12]=1)=[O:28]. (5) Given the reactants [CH3:1][O:2][C:3]1[CH:4]=[C:5]2[C:10](=[CH:11][C:12]=1[O:13][CH3:14])[N:9]=[CH:8][CH:7]=[C:6]2[O:15][C:16]1[CH:22]=[CH:21][C:19]([NH2:20])=[C:18]([C:23]([F:26])([F:25])[F:24])[CH:17]=1.C(N(CC)CC)C.ClC(Cl)(O[C:38](=[O:44])OC(Cl)(Cl)Cl)Cl.[S:46]1[CH:50]=[CH:49][N:48]=[C:47]1[C@@H:51]([NH2:53])[CH3:52], predict the reaction product. The product is: [CH3:1][O:2][C:3]1[CH:4]=[C:5]2[C:10](=[CH:11][C:12]=1[O:13][CH3:14])[N:9]=[CH:8][CH:7]=[C:6]2[O:15][C:16]1[CH:22]=[CH:21][C:19]([NH:20][C:38]([NH:53][C@H:51]([C:47]2[S:46][CH:50]=[CH:49][N:48]=2)[CH3:52])=[O:44])=[C:18]([C:23]([F:25])([F:26])[F:24])[CH:17]=1.